Dataset: Forward reaction prediction with 1.9M reactions from USPTO patents (1976-2016). Task: Predict the product of the given reaction. (1) Given the reactants [OH:1][C:2]1[C:3]([Se:16][C:17]2[CH:27]=[CH:26][C:20]([C:21]([O:23][CH2:24][CH3:25])=[O:22])=[CH:19][CH:18]=2)=[CH:4][C:5]2[C:6]([CH3:15])([CH3:14])[CH2:7][CH2:8][C:9]([CH3:13])([CH3:12])[C:10]=2[CH:11]=1.[C:28]([O:31][CH2:32][CH2:33]Br)(=[O:30])[CH3:29].C(=O)([O-])[O-].[K+].[K+], predict the reaction product. The product is: [C:28]([O:31][CH2:32][CH2:33][O:1][C:2]1[C:3]([Se:16][C:17]2[CH:27]=[CH:26][C:20]([C:21]([O:23][CH2:24][CH3:25])=[O:22])=[CH:19][CH:18]=2)=[CH:4][C:5]2[C:6]([CH3:14])([CH3:15])[CH2:7][CH2:8][C:9]([CH3:13])([CH3:12])[C:10]=2[CH:11]=1)(=[O:30])[CH3:29]. (2) Given the reactants [Br:1]C1C=C(OC)C(N2CCN(C)CC2)=NC=1.[O:17]([C:20]1[CH:25]=[CH:24][N:23]=[C:22]([N:26]2[CH2:31][CH2:30][N:29]([C:32]([O:34][C:35]([CH3:38])([CH3:37])[CH3:36])=[O:33])[CH2:28][C@@H:27]2[CH3:39])[CH:21]=1)[CH2:18][CH3:19], predict the reaction product. The product is: [Br:1][C:25]1[C:20]([O:17][CH2:18][CH3:19])=[CH:21][C:22]([N:26]2[CH2:31][CH2:30][N:29]([C:32]([O:34][C:35]([CH3:37])([CH3:36])[CH3:38])=[O:33])[CH2:28][C@@H:27]2[CH3:39])=[N:23][CH:24]=1.